From a dataset of Full USPTO retrosynthesis dataset with 1.9M reactions from patents (1976-2016). Predict the reactants needed to synthesize the given product. (1) Given the product [CH2:14]([O:15][C:20](=[O:21])[CH:19]=[C:9]1[C:10]2[C:6](=[CH:5][CH:4]=[C:3]([O:2][CH3:1])[CH:11]=2)[CH2:7][CH2:8]1)[CH3:13], predict the reactants needed to synthesize it. The reactants are: [CH3:1][O:2][C:3]1[CH:11]=[C:10]2[C:6]([CH2:7][CH2:8][C:9]2=O)=[CH:5][CH:4]=1.[CH3:13][CH2:14][OH:15].[H-].[Na+].C1C[O:21][CH2:20][CH2:19]1. (2) Given the product [Si:1]([O:8][C@@H:9]1[CH2:13][CH2:12][N:11]([C:17]([C:16]2[CH:20]=[C:21]([CH:22]=[CH:23][C:15]=2[F:14])[CH:24]=[O:25])=[O:18])[CH2:10]1)([C:4]([CH3:7])([CH3:6])[CH3:5])([CH3:3])[CH3:2], predict the reactants needed to synthesize it. The reactants are: [Si:1]([O:8][C@@H:9]1[CH2:13][CH2:12][NH:11][CH2:10]1)([C:4]([CH3:7])([CH3:6])[CH3:5])([CH3:3])[CH3:2].[F:14][C:15]1[CH:23]=[CH:22][C:21]([CH:24]=[O:25])=[CH:20][C:16]=1[C:17](O)=[O:18].F[P-](F)(F)(F)(F)F.N1(OC(N(C)C)=[N+](C)C)C2C=CC=CC=2N=N1.C(N(CC)C(C)C)(C)C. (3) Given the product [Si:12]([O:11][CH:7]1[C:8]2[C:4](=[C:3]([CH3:19])[C:2]([CH:27]([OH:28])[C:26]([N:30]3[CH2:40][CH2:39][C:33]4([C:37](=[O:38])[NH:36][CH2:35][CH2:34]4)[CH2:32][CH2:31]3)([CH3:29])[CH3:25])=[CH:10][CH:9]=2)[CH2:5][O:6]1)([C:15]([CH3:18])([CH3:17])[CH3:16])([CH3:14])[CH3:13], predict the reactants needed to synthesize it. The reactants are: Br[C:2]1[C:3]([CH3:19])=[C:4]2[C:8](=[CH:9][CH:10]=1)[CH:7]([O:11][Si:12]([C:15]([CH3:18])([CH3:17])[CH3:16])([CH3:14])[CH3:13])[O:6][CH2:5]2.[Li+].CCC[CH2-].[CH3:25][C:26]([N:30]1[CH2:40][CH2:39][C:33]2([C:37](=[O:38])[NH:36][CH2:35][CH2:34]2)[CH2:32][CH2:31]1)([CH3:29])[CH:27]=[O:28]. (4) Given the product [OH:21][CH2:20][CH:17]1[CH2:18][CH2:19][N:14]([CH2:2][CH2:3][N:4]2[CH:8]=[CH:7][N:6]([CH:9]([CH3:11])[CH3:10])[C:5]2=[O:12])[CH2:15][CH2:16]1, predict the reactants needed to synthesize it. The reactants are: Cl[CH2:2][CH2:3][N:4]1[CH:8]=[CH:7][N:6]([CH:9]([CH3:11])[CH3:10])[C:5]1=[O:12].Cl.[NH:14]1[CH2:19][CH2:18][CH:17]([CH2:20][OH:21])[CH2:16][CH2:15]1.C(N(CC)CC)C. (5) Given the product [C:35]1([NH:41][C:42]2[N:44]=[C:11]([C:13]3[C:17]4[CH:18]=[N:19][CH:20]=[CH:21][C:16]=4[NH:15][CH:14]=3)[CH:10]=[CH:9][N:43]=2)[CH:40]=[CH:39][CH:38]=[CH:37][CH:36]=1, predict the reactants needed to synthesize it. The reactants are: C(=O)([O-])[O-].[K+].[K+].C[Si](C)(C)[C:9]#[C:10][C:11]([C:13]1[C:17]2[CH:18]=[N:19][CH:20]=[CH:21][C:16]=2[N:15](C(OC(C)(C)C)=O)[CH:14]=1)=O.C(=O)(O)O.[C:35]1([NH:41][C:42]([NH2:44])=[NH:43])[CH:40]=[CH:39][CH:38]=[CH:37][CH:36]=1.O.